Dataset: Full USPTO retrosynthesis dataset with 1.9M reactions from patents (1976-2016). Task: Predict the reactants needed to synthesize the given product. (1) The reactants are: [C:1]([N:6]1[C@H:10]([C:11]2[CH:16]=[CH:15][CH:14]=[CH:13][CH:12]=2)[CH2:9][O:8][C:7]1=[O:17])(=[O:5])[C:2]([CH3:4])=[CH2:3].[C:18](O)(C(F)(F)F)=O.[CH2:25]([N:32](C[Si](C)(C)C)[CH2:33]OC)[C:26]1[CH:31]=[CH:30][CH:29]=[CH:28][CH:27]=1. Given the product [CH2:25]([N:32]1[CH2:33][CH2:4][C@:2]([CH3:18])([C:1]([N:6]2[C@H:10]([C:11]3[CH:12]=[CH:13][CH:14]=[CH:15][CH:16]=3)[CH2:9][O:8][C:7]2=[O:17])=[O:5])[CH2:3]1)[C:26]1[CH:31]=[CH:30][CH:29]=[CH:28][CH:27]=1, predict the reactants needed to synthesize it. (2) The reactants are: [Cl:1][C:2]1[CH:3]=[C:4]([CH:7]=[C:8]([Cl:26])[C:9]=1[O:10][C:11]1[CH:16]=[CH:15][C:14]([OH:17])=[C:13]([CH2:18][C:19]2[CH:24]=[CH:23][C:22]([F:25])=[CH:21][CH:20]=2)[CH:12]=1)[CH2:5]Br.[CH2:27]([O:29][P:30]([O:34]CC)[O:31][CH2:32][CH3:33])[CH3:28]. Given the product [Cl:1][C:2]1[CH:3]=[C:4]([CH:7]=[C:8]([Cl:26])[C:9]=1[O:10][C:11]1[CH:16]=[CH:15][C:14]([OH:17])=[C:13]([CH2:18][C:19]2[CH:24]=[CH:23][C:22]([F:25])=[CH:21][CH:20]=2)[CH:12]=1)[CH2:5][P:30](=[O:34])([O:31][CH2:32][CH3:33])[O:29][CH2:27][CH3:28], predict the reactants needed to synthesize it. (3) Given the product [Br:1][C:2]1[CH:3]=[CH:4][C:5]([C:21]2([C:20]([OH:19])=[O:15])[CH2:13][CH2:12]2)=[CH:6][CH:7]=1, predict the reactants needed to synthesize it. The reactants are: [Br:1][C:2]1[CH:7]=[CH:6][C:5](CC#N)=[CH:4][CH:3]=1.Br[CH2:12][CH2:13]Br.[OH-:15].[Na+].C([O:19][CH2:20][CH3:21])C. (4) The reactants are: [NH2:1][C:2]1[CH:7]=[CH:6][C:5]([C:8]2[CH:13]=[CH:12][CH:11]=[C:10]([CH2:14][N:15]([CH3:27])[C:16](=[O:26])[CH2:17][NH:18][C:19](=[O:25])[O:20][C:21]([CH3:24])([CH3:23])[CH3:22])[CH:9]=2)=[CH:4][CH:3]=1.[CH3:28][CH:29]([N:31]=[C:32]=[O:33])[CH3:30].O. Given the product [CH:29]([NH:31][C:32]([NH:1][C:2]1[CH:7]=[CH:6][C:5]([C:8]2[CH:13]=[CH:12][CH:11]=[C:10]([CH2:14][N:15]([CH3:27])[C:16](=[O:26])[CH2:17][NH:18][C:19](=[O:25])[O:20][C:21]([CH3:23])([CH3:24])[CH3:22])[CH:9]=2)=[CH:4][CH:3]=1)=[O:33])([CH3:30])[CH3:28], predict the reactants needed to synthesize it. (5) Given the product [NH2:1][C@@:2]1([C:16]([OH:18])=[O:17])[C@H:7]([O:8][CH2:9][CH2:10][CH3:11])[CH2:6][C@@H:5]2[C@H:3]1[C@@:4]2([F:15])[C:12]([OH:14])=[O:13], predict the reactants needed to synthesize it. The reactants are: [NH2:1][C@@:2]1([C:16]([OH:18])=[O:17])[C@H:7]([O:8][CH2:9][CH:10]=[CH2:11])[CH2:6][C@@H:5]2[C@H:3]1[C@@:4]2([F:15])[C:12]([OH:14])=[O:13]. (6) Given the product [Cl:18][CH2:14][CH2:15][C:9]([C:7]1[S:6][C:5]2[CH2:12][C:2]([CH3:1])([CH3:13])[CH2:3][C:4]=2[CH:8]=1)=[O:11], predict the reactants needed to synthesize it. The reactants are: [CH3:1][C:2]1([CH3:13])[CH2:12][C:5]2[S:6][C:7]([C:9]([OH:11])=O)=[CH:8][C:4]=2[CH2:3]1.[CH:14]([Mg]Br)=[CH2:15].[ClH:18].CCOCC.